This data is from Full USPTO retrosynthesis dataset with 1.9M reactions from patents (1976-2016). The task is: Predict the reactants needed to synthesize the given product. (1) The reactants are: [CH3:1][C:2]1[CH:7]=[C:6]([O:8][CH2:9][C:10]2[S:14][C:13]([C:15]3[CH:20]=[CH:19][C:18]([C:21]([F:24])([F:23])[F:22])=[CH:17][CH:16]=3)=[N:12][C:11]=2[CH2:25][O:26]C2CCCCO2)[CH:5]=[CH:4][C:3]=1[C:33]1[NH:37][C:36](=[O:38])[O:35][N:34]=1.C1(C)C=CC(S(O)(=O)=O)=CC=1. Given the product [CH3:1][C:2]1[CH:7]=[C:6]([CH:5]=[CH:4][C:3]=1[C:33]1[NH:37][C:36](=[O:38])[O:35][N:34]=1)[O:8][CH2:9][C:10]1[S:14][C:13]([C:15]2[CH:20]=[CH:19][C:18]([C:21]([F:24])([F:22])[F:23])=[CH:17][CH:16]=2)=[N:12][C:11]=1[CH:25]=[O:26], predict the reactants needed to synthesize it. (2) Given the product [O:17]1[C:26]2[CH:25]=[C:24]([CH2:27][N:28]([CH:36]3[CH2:41][CH2:40][N:39]([CH2:15][CH2:14][N:9]4[C:7]5[N:8]=[C:3]([O:2][CH3:1])[N:4]=[CH:5][C:6]=5[CH:12]=[CH:11][C:10]4=[O:13])[CH2:38][CH2:37]3)[C:29](=[O:35])[O:30][C:31]([CH3:34])([CH3:33])[CH3:32])[N:23]=[CH:22][C:21]=2[O:20][CH2:19][CH2:18]1, predict the reactants needed to synthesize it. The reactants are: [CH3:1][O:2][C:3]1[N:4]=[CH:5][C:6]2[CH:12]=[CH:11][C:10](=[O:13])[N:9]([CH2:14][CH:15]=O)[C:7]=2[N:8]=1.[O:17]1[C:26]2[CH:25]=[C:24]([CH2:27][N:28]([CH:36]3[CH2:41][CH2:40][NH:39][CH2:38][CH2:37]3)[C:29](=[O:35])[O:30][C:31]([CH3:34])([CH3:33])[CH3:32])[N:23]=[CH:22][C:21]=2[O:20][CH2:19][CH2:18]1.C(O[BH-](OC(=O)C)OC(=O)C)(=O)C.[Na+].C(=O)([O-])O.[Na+].